From a dataset of Forward reaction prediction with 1.9M reactions from USPTO patents (1976-2016). Predict the product of the given reaction. (1) Given the reactants [CH3:1][C:2]([C:35]([OH:37])=[O:36])([C:4]1[CH:5]=[CH:6][C:7]([CH:10]([OH:34])[CH2:11][CH2:12][CH2:13][N:14]2[CH2:19][CH2:18][CH:17]([C:20]([OH:33])([C:27]3[CH:28]=[CH:29][CH:30]=[CH:31][CH:32]=3)[C:21]3[CH:22]=[CH:23][CH:24]=[CH:25][CH:26]=3)[CH2:16][CH2:15]2)=[CH:8][CH:9]=1)[CH3:3].Cl.CO.C(N(CC)CC)C, predict the reaction product. The product is: [CH3:3][C:2]([C:35]([OH:37])=[O:36])([C:4]1[CH:9]=[CH:8][C:7]([CH:10]([OH:34])[CH2:11][CH2:12][CH2:13][N:14]2[CH2:15][CH2:16][CH:17]([C:20]([OH:33])([C:21]3[CH:26]=[CH:25][CH:24]=[CH:23][CH:22]=3)[C:27]3[CH:28]=[CH:29][CH:30]=[CH:31][CH:32]=3)[CH2:18][CH2:19]2)=[CH:6][CH:5]=1)[CH3:1]. (2) Given the reactants [F:1][C:2]([F:19])([F:18])[C@@H:3]([N:12]1[CH2:16][CH2:15][C@@H:14]([OH:17])[CH2:13]1)[C:4]1[CH:5]=[N:6][C:7]([NH:10][NH2:11])=[CH:8][CH:9]=1.[CH:20]([O:23][C:24]1[CH:25]=[CH:26][CH:27]=[C:28]2[C:33]=1[N:32]=[C:31]([CH:34]=O)[CH:30]=[CH:29]2)([CH3:22])[CH3:21], predict the reaction product. The product is: [F:19][C:2]([F:1])([F:18])[C@@H:3]([N:12]1[CH2:16][CH2:15][C@@H:14]([OH:17])[CH2:13]1)[C:4]1[CH:9]=[CH:8][C:7]2[N:6]([C:34]([C:31]3[CH:30]=[CH:29][C:28]4[C:33](=[C:24]([O:23][CH:20]([CH3:22])[CH3:21])[CH:25]=[CH:26][CH:27]=4)[N:32]=3)=[N:11][N:10]=2)[CH:5]=1. (3) Given the reactants [Cl-].[CH3:2][O:3][CH2:4][P+](C1C=CC=CC=1)(C1C=CC=CC=1)C1C=CC=CC=1.CC(C)([O-])C.[K+].[NH2:30][C:31]1[N:36]=[C:35]([CH:37]([CH3:39])[CH3:38])[C:34]([C:40]([O:42][CH3:43])=[O:41])=[C:33]([C:44]2[CH:49]=[CH:48][C:47]([F:50])=[CH:46][CH:45]=2)[C:32]=1[CH:51]=O, predict the reaction product. The product is: [NH2:30][C:31]1[C:32]([CH:51]=[CH:2][O:3][CH3:4])=[C:33]([C:44]2[CH:49]=[CH:48][C:47]([F:50])=[CH:46][CH:45]=2)[C:34]([C:40]([O:42][CH3:43])=[O:41])=[C:35]([CH:37]([CH3:39])[CH3:38])[N:36]=1. (4) Given the reactants [Br:1][C:2]1[CH:23]=[CH:22][C:5]2[N:6]=[C:7]([N:9]3[CH2:14][CH2:13][N:12](C(OC(C)(C)C)=O)[CH2:11][CH2:10]3)[S:8][C:4]=2[CH:3]=1.C(O)(C(F)(F)F)=O, predict the reaction product. The product is: [Br:1][C:2]1[CH:23]=[CH:22][C:5]2[N:6]=[C:7]([N:9]3[CH2:14][CH2:13][NH:12][CH2:11][CH2:10]3)[S:8][C:4]=2[CH:3]=1.